Dataset: Full USPTO retrosynthesis dataset with 1.9M reactions from patents (1976-2016). Task: Predict the reactants needed to synthesize the given product. (1) Given the product [Br:8][C:7]1[CH:6]=[N:5][N:4]([CH2:11][C:12]([O:14][CH2:15][CH3:16])=[O:13])[C:3](=[O:9])[C:2]=1[Br:1], predict the reactants needed to synthesize it. The reactants are: [Br:1][C:2]1[C:3](=[O:9])[NH:4][N:5]=[CH:6][C:7]=1[Br:8].Br[CH2:11][C:12]([O:14][CH2:15][CH3:16])=[O:13].C(=O)([O-])[O-].[K+].[K+].C(OCC)(=O)C. (2) Given the product [Cl:1][C:2]1[CH:7]=[C:6]([C:24]2[CH:29]=[N:28][CH:27]=[C:26]([CH3:30])[N:25]=2)[C:5]([CH3:17])=[CH:4][C:3]=1[CH2:18][C:19]([O:21][CH3:22])=[O:20], predict the reactants needed to synthesize it. The reactants are: [Cl:1][C:2]1[CH:7]=[C:6](B2OC(C)(C)C(C)(C)O2)[C:5]([CH3:17])=[CH:4][C:3]=1[CH2:18][C:19]([O:21][CH3:22])=[O:20].Cl[C:24]1[CH:29]=[N:28][CH:27]=[C:26]([CH3:30])[N:25]=1.CC([O-])=O.[K+]. (3) Given the product [C:20]([N:28]1[CH2:33][CH2:32][N:31]([C:2]2[CH:7]=[CH:6][C:5]([N+:8]([O-:10])=[O:9])=[CH:4][C:3]=2[NH:11][C:12](=[O:19])[C:13]2[CH:18]=[CH:17][CH:16]=[CH:15][CH:14]=2)[CH2:30][CH2:29]1)(=[O:27])[C:21]1[CH:26]=[CH:25][CH:24]=[CH:23][CH:22]=1, predict the reactants needed to synthesize it. The reactants are: Br[C:2]1[CH:7]=[CH:6][C:5]([N+:8]([O-:10])=[O:9])=[CH:4][C:3]=1[NH:11][C:12](=[O:19])[C:13]1[CH:18]=[CH:17][CH:16]=[CH:15][CH:14]=1.[C:20]([N:28]1[CH2:33][CH2:32][NH:31][CH2:30][CH2:29]1)(=[O:27])[C:21]1[CH:26]=[CH:25][CH:24]=[CH:23][CH:22]=1. (4) Given the product [C:1]([O:5][C:6]([N:8]1[CH2:13][CH2:12][N:11]([C:49](=[O:50])[CH2:48][CH2:47][CH2:46][O:45][C:44]2[CH:52]=[CH:53][C:41]([Cl:40])=[CH:42][C:43]=2[CH3:54])[CH:10]([C:14](=[O:26])[NH:15][C:16]2[CH:25]=[CH:24][C:23]3[C:18](=[CH:19][CH:20]=[CH:21][CH:22]=3)[CH:17]=2)[CH2:9]1)=[O:7])([CH3:4])([CH3:2])[CH3:3], predict the reactants needed to synthesize it. The reactants are: [C:1]([O:5][C:6]([N:8]1[CH2:13][CH2:12][NH:11][CH:10]([C:14](=[O:26])[NH:15][C:16]2[CH:25]=[CH:24][C:23]3[C:18](=[CH:19][CH:20]=[CH:21][CH:22]=3)[CH:17]=2)[CH2:9]1)=[O:7])([CH3:4])([CH3:3])[CH3:2].C(Cl)CCl.CCN(C(C)C)C(C)C.[Cl:40][C:41]1[CH:53]=[CH:52][C:44]([O:45][CH2:46][CH2:47][CH2:48][C:49](O)=[O:50])=[C:43]([CH3:54])[CH:42]=1.